Dataset: Catalyst prediction with 721,799 reactions and 888 catalyst types from USPTO. Task: Predict which catalyst facilitates the given reaction. Reactant: [N+:1]([C:4]1[CH:5]=[C:6]([N:23]([C:31]2[N:36]=[C:35]([C:37]([F:40])([F:39])[F:38])[CH:34]=[CH:33][N:32]=2)[C:24](=[O:30])[O:25][C:26]([CH3:29])([CH3:28])[CH3:27])[CH:7]=[C:8]([C:10]2[S:14][C:13]([N:15]3[CH2:21][CH2:20][CH2:19][NH:18][C:17](=[O:22])[CH2:16]3)=[N:12][CH:11]=2)[CH:9]=1)([O-])=O.[Cl-].[NH4+].CN(C=O)C.C(OCC)(=O)C.CCCCCC. The catalyst class is: 186. Product: [NH2:1][C:4]1[CH:5]=[C:6]([N:23]([C:31]2[N:36]=[C:35]([C:37]([F:38])([F:39])[F:40])[CH:34]=[CH:33][N:32]=2)[C:24](=[O:30])[O:25][C:26]([CH3:28])([CH3:29])[CH3:27])[CH:7]=[C:8]([C:10]2[S:14][C:13]([N:15]3[CH2:21][CH2:20][CH2:19][NH:18][C:17](=[O:22])[CH2:16]3)=[N:12][CH:11]=2)[CH:9]=1.